Dataset: Full USPTO retrosynthesis dataset with 1.9M reactions from patents (1976-2016). Task: Predict the reactants needed to synthesize the given product. (1) Given the product [N:9]1([C:4]2[O:3][C:2]([C:23]3[C:33]4[S:32][C:31]5[CH:34]=[CH:35][CH:36]=[CH:37][C:30]=5[CH2:29][C:28](=[O:38])[C:27]=4[CH:26]=[CH:25][CH:24]=3)=[CH:7][C:6](=[O:8])[CH:5]=2)[CH2:14][CH2:13][O:12][CH2:11][CH2:10]1, predict the reactants needed to synthesize it. The reactants are: Cl[C:2]1[O:3][C:4]([N:9]2[CH2:14][CH2:13][O:12][CH2:11][CH2:10]2)=[CH:5][C:6](=[O:8])[CH:7]=1.CC1(C)C(C)(C)OB([C:23]2[C:33]3[S:32][C:31]4[CH:34]=[CH:35][CH:36]=[CH:37][C:30]=4[CH2:29][C:28](=[O:38])[C:27]=3[CH:26]=[CH:25][CH:24]=2)O1.C(=O)([O-])[O-].[K+].[K+].N#N. (2) Given the product [Br:10][CH2:8][C:7]([C:1]1[CH:6]=[CH:5][CH:4]=[CH:3][CH:2]=1)=[CH2:9], predict the reactants needed to synthesize it. The reactants are: [C:1]1([C:7]([CH3:9])=[CH2:8])[CH:6]=[CH:5][CH:4]=[CH:3][CH:2]=1.[Br:10]N1C(=O)CCC1=O.BrC1C=CC=CC=1. (3) Given the product [Br:22][C:23]1[CH:31]=[CH:30][CH:29]=[C:28]2[C:24]=1[C:25](=[CH:17][C:14]1[NH:13][C:9]3[CH2:10][CH2:11][CH2:12][N:6]([CH2:5][CH2:4][N:3]([CH2:20][CH3:21])[CH2:1][CH3:2])[C:7](=[O:19])[C:8]=3[C:15]=1[CH3:16])[C:26](=[O:32])[NH:27]2, predict the reactants needed to synthesize it. The reactants are: [CH2:1]([N:3]([CH2:20][CH3:21])[CH2:4][CH2:5][N:6]1[CH2:12][CH2:11][CH2:10][C:9]2[NH:13][C:14]([CH:17]=O)=[C:15]([CH3:16])[C:8]=2[C:7]1=[O:19])[CH3:2].[Br:22][C:23]1[CH:31]=[CH:30][CH:29]=[C:28]2[C:24]=1[CH2:25][C:26](=[O:32])[NH:27]2. (4) Given the product [C:1]([C:3]([C:11]1[CH:20]=[CH:19][C:18]2[C:13](=[CH:14][CH:15]=[CH:16][CH:17]=2)[CH:12]=1)([CH:8]([CH3:9])[CH3:10])[CH2:4][CH2:5][CH2:6][N:52]1[CH2:53][CH2:54][N:49]([CH2:48][CH2:47][O:46][C:45]2[CH:44]=[CH:43][C:42]([F:41])=[CH:56][CH:55]=2)[CH2:50][CH2:51]1)#[N:2], predict the reactants needed to synthesize it. The reactants are: [C:1]([C:3]([C:11]1[CH:20]=[CH:19][C:18]2[C:13](=[CH:14][CH:15]=[CH:16][CH:17]=2)[CH:12]=1)([CH:8]([CH3:10])[CH3:9])[CH2:4][CH2:5][CH2:6]O)#[N:2].C(N(CC)CC)C.S(Cl)(C)(=O)=O.[I-].[Na+].C(=O)([O-])[O-].[K+].[K+].[F:41][C:42]1[CH:56]=[CH:55][C:45]([O:46][CH2:47][CH2:48][N:49]2[CH2:54][CH2:53][NH:52][CH2:51][CH2:50]2)=[CH:44][CH:43]=1. (5) Given the product [F:37][C:36]([F:39])([F:38])[C:40]([OH:42])=[O:41].[NH:30]1[C:31]2[C:27](=[CH:26][C:25]([C:2]3[N:7]=[N:6][C:5]([O:8][C@H:9]4[CH:14]5[CH2:15][CH2:16][N:11]([CH2:12][CH2:13]5)[CH2:10]4)=[CH:4][CH:3]=3)=[CH:33][CH:32]=2)[CH:28]=[N:29]1, predict the reactants needed to synthesize it. The reactants are: Cl[C:2]1[N:7]=[N:6][C:5]([O:8][C@H:9]2[CH:14]3[CH2:15][CH2:16][N:11]([CH2:12][CH2:13]3)[CH2:10]2)=[CH:4][CH:3]=1.CC1(C)C(C)(C)OB([C:25]2[CH:26]=[C:27]3[C:31](=[CH:32][CH:33]=2)[NH:30][N:29]=[CH:28]3)O1.N.[C:36]([C:40]([OH:42])=[O:41])([F:39])([F:38])[F:37]. (6) The reactants are: [NH:1]([C:3]1[CH:16]=[CH:15][C:6]([CH2:7][N:8]2[CH2:13][CH2:12][N:11]([CH3:14])[CH2:10][CH2:9]2)=[CH:5][CH:4]=1)N.[CH2:17](O)[CH3:18]. Given the product [CH3:14][N:11]1[CH2:12][CH2:13][N:8]([CH2:7][C:6]2[CH:15]=[CH:16][C:3]3[NH:1][C:5]4[CH2:4][CH2:3][NH:1][CH2:17][C:18]=4[C:4]=3[CH:5]=2)[CH2:9][CH2:10]1, predict the reactants needed to synthesize it. (7) The reactants are: [CH3:1][O:2][C:3](=[O:17])[C:4]1[CH:9]=[C:8]([O:10][CH3:11])[C:7]([O:12][CH2:13][O:14][CH3:15])=[C:6](I)[CH:5]=1.[CH3:18][Zn]C.C1COCC1. Given the product [CH3:1][O:2][C:3](=[O:17])[C:4]1[CH:5]=[C:6]([CH3:18])[C:7]([O:12][CH2:13][O:14][CH3:15])=[C:8]([O:10][CH3:11])[CH:9]=1, predict the reactants needed to synthesize it.